Dataset: Peptide-MHC class II binding affinity with 134,281 pairs from IEDB. Task: Regression. Given a peptide amino acid sequence and an MHC pseudo amino acid sequence, predict their binding affinity value. This is MHC class II binding data. (1) The peptide sequence is FNGGESKLKAEATTD. The MHC is HLA-DQA10501-DQB10301 with pseudo-sequence HLA-DQA10501-DQB10301. The binding affinity (normalized) is 0.497. (2) The peptide sequence is EKKLFAATQFEPLAA. The MHC is HLA-DPA10201-DPB10101 with pseudo-sequence HLA-DPA10201-DPB10101. The binding affinity (normalized) is 0.911. (3) The peptide sequence is ECYVQRFFLRVGLYG. The MHC is DRB1_0101 with pseudo-sequence DRB1_0101. The binding affinity (normalized) is 0.651. (4) The peptide sequence is GKTRRILPQIIKEAINRR. The MHC is DRB1_0101 with pseudo-sequence DRB1_0101. The binding affinity (normalized) is 0.397. (5) The peptide sequence is ASNPNYLAILVKYVD. The MHC is HLA-DPA10201-DPB10501 with pseudo-sequence HLA-DPA10201-DPB10501. The binding affinity (normalized) is 0.640. (6) The peptide sequence is LSYRSLQPETFAVVD. The MHC is DRB1_0301 with pseudo-sequence DRB1_0301. The binding affinity (normalized) is 0.0835.